This data is from Forward reaction prediction with 1.9M reactions from USPTO patents (1976-2016). The task is: Predict the product of the given reaction. (1) Given the reactants [CH:1]12[CH2:7][CH:4]([CH2:5][CH2:6]1)[CH2:3][CH:2]2[CH2:8][CH2:9]O.[Br:11]P(Br)(C1C=CC=CC=1)(C1C=CC=CC=1)C1C=CC=CC=1, predict the reaction product. The product is: [Br:11][CH2:9][CH2:8][CH:2]1[CH2:3][CH:4]2[CH2:7][CH:1]1[CH2:6][CH2:5]2. (2) Given the reactants [F:1][C:2]([F:30])([O:7][C:8]1[CH:13]=[CH:12][C:11]([N:14]2[CH:18]=[N:17][C:16]([C:19]3[CH:29]=[CH:28][C:22](C(N=[N+]=[N-])=O)=[CH:21][CH:20]=3)=[N:15]2)=[CH:10][CH:9]=1)[C:3]([F:6])([F:5])[F:4].C1(C)C=CC=CC=1.[N-:38]=[C:39]=[O:40], predict the reaction product. The product is: [N:38]([C:22]1[CH:28]=[CH:29][C:19]([C:16]2[N:17]=[CH:18][N:14]([C:11]3[CH:12]=[CH:13][C:8]([O:7][C:2]([F:30])([F:1])[C:3]([F:4])([F:5])[F:6])=[CH:9][CH:10]=3)[N:15]=2)=[CH:20][CH:21]=1)=[C:39]=[O:40]. (3) The product is: [NH2:10][CH2:9][CH:8]([C:13]1[C:21]2[C:16](=[CH:17][C:18]([C:22]([N:24]3[CH2:25][CH2:26][O:27][CH2:28][CH2:29]3)=[O:23])=[CH:19][CH:20]=2)[NH:15][CH:14]=1)[C:3]1[CH:4]=[CH:5][CH:6]=[CH:7][C:2]=1[F:1]. Given the reactants [F:1][C:2]1[CH:7]=[CH:6][CH:5]=[CH:4][C:3]=1[CH:8]([C:13]1[C:21]2[C:16](=[CH:17][C:18]([C:22]([N:24]3[CH2:29][CH2:28][O:27][CH2:26][CH2:25]3)=[O:23])=[CH:19][CH:20]=2)[NH:15][CH:14]=1)[CH2:9][N+:10]([O-])=O, predict the reaction product. (4) Given the reactants [CH2:1]1[CH:5]2[C@@H:6]3C=C[C@H]([CH:4]2C=[CH:2]1)C3.[CH2:11]([O:15][C:16](=[O:19])[CH:17]=[CH2:18])[CH2:12][CH2:13][CH3:14].C1(C=CC(O)=CC=1)O, predict the reaction product. The product is: [CH2:11]([O:15][C:16]([CH:17]1[CH2:4][CH:5]2[CH2:6][CH:18]1[CH:2]=[CH:1]2)=[O:19])[CH2:12][CH2:13][CH3:14]. (5) Given the reactants [CH:1]1([CH2:4][O:5][C:6]2[CH:11]=[CH:10][C:9]([O:12][CH3:13])=[CH:8][C:7]=2[C:14]2[C:15]3[N:22]([CH2:23][O:24][CH2:25][CH2:26][Si:27]([CH3:30])([CH3:29])[CH3:28])[C:21]([CH3:31])=[C:20]([C:32]([OH:34])=O)[C:16]=3[N:17]=[CH:18][N:19]=2)[CH2:3][CH2:2]1.[NH2:35][C@H:36]1[CH2:41][CH2:40][C@H:39]([NH:42][C:43](=[O:49])[O:44][C:45]([CH3:48])([CH3:47])[CH3:46])[CH2:38][CH2:37]1, predict the reaction product. The product is: [CH:1]1([CH2:4][O:5][C:6]2[CH:11]=[CH:10][C:9]([O:12][CH3:13])=[CH:8][C:7]=2[C:14]2[C:15]3[N:22]([CH2:23][O:24][CH2:25][CH2:26][Si:27]([CH3:30])([CH3:28])[CH3:29])[C:21]([CH3:31])=[C:20]([C:32]([NH:35][C@H:36]4[CH2:41][CH2:40][C@H:39]([NH:42][C:43](=[O:49])[O:44][C:45]([CH3:47])([CH3:46])[CH3:48])[CH2:38][CH2:37]4)=[O:34])[C:16]=3[N:17]=[CH:18][N:19]=2)[CH2:2][CH2:3]1.